From a dataset of Reaction yield outcomes from USPTO patents with 853,638 reactions. Predict the reaction yield, written as a fraction of the theoretical maximum amount of product (1.0 means a 100% yield; for example, 0.34 means a 34% yield). (1) The reactants are [CH2:1]([C@H:8]1[C@@H:12]([C@H:13]2[CH2:17][C@@H:16]([O:18]CC3C=CC=CC=3)[CH2:15][N:14]2[C:26]([O:28][C:29]([CH3:32])([CH3:31])[CH3:30])=[O:27])[O:11][C:10]([CH3:34])([CH3:33])[N:9]1[C:35]([O:37][CH2:38][CH2:39][Si:40]([CH3:43])([CH3:42])[CH3:41])=[O:36])[C:2]1[CH:7]=[CH:6][CH:5]=[CH:4][CH:3]=1. The catalyst is CCO.[OH-].[OH-].[Pd+2]. The product is [CH2:1]([C@H:8]1[C@@H:12]([C@H:13]2[CH2:17][C@@H:16]([OH:18])[CH2:15][N:14]2[C:26]([O:28][C:29]([CH3:30])([CH3:31])[CH3:32])=[O:27])[O:11][C:10]([CH3:34])([CH3:33])[N:9]1[C:35]([O:37][CH2:38][CH2:39][Si:40]([CH3:43])([CH3:42])[CH3:41])=[O:36])[C:2]1[CH:7]=[CH:6][CH:5]=[CH:4][CH:3]=1. The yield is 0.830. (2) The reactants are [Cl:1][C:2]1[N:7]=[C:6]([CH2:8][C:9]([C:11]2[CH:12]=[C:13]([CH:25]=[CH:26][CH:27]=2)[C:14]([NH:16][C:17]2[C:22]([F:23])=[CH:21][CH:20]=[CH:19][C:18]=2[F:24])=[O:15])=O)[CH:5]=[CH:4][N:3]=1.C1C(=O)N(Br)C(=O)C1.[F:36][C:37]1[CH:42]=[CH:41][N:40]=[C:39]([NH2:43])[CH:38]=1. The catalyst is C(Cl)Cl.CCOC(C)=O.C([O-])(O)=O.[Na+]. The product is [Cl:1][C:2]1[N:7]=[C:6]([C:8]2[N:40]3[CH:41]=[CH:42][C:37]([F:36])=[CH:38][C:39]3=[N:43][C:9]=2[C:11]2[CH:12]=[C:13]([CH:25]=[CH:26][CH:27]=2)[C:14]([NH:16][C:17]2[C:22]([F:23])=[CH:21][CH:20]=[CH:19][C:18]=2[F:24])=[O:15])[CH:5]=[CH:4][N:3]=1. The yield is 0.550. (3) The reactants are [C:1]([O:5][C:6]([NH:8][C@H:9]1[CH2:14][CH2:13][C@H:12]([CH2:15][CH2:16]OS(C)(=O)=O)[CH2:11][CH2:10]1)=[O:7])([CH3:4])([CH3:3])[CH3:2].C(=O)([O-])[O-].[K+].[K+].[NH:28]1[CH2:32][CH2:31][CH2:30][CH2:29]1.O. The catalyst is C(#N)C. The product is [C:1]([O:5][C:6](=[O:7])[NH:8][C@H:9]1[CH2:14][CH2:13][C@H:12]([CH2:15][CH2:16][N:28]2[CH2:32][CH2:31][CH2:30][CH2:29]2)[CH2:11][CH2:10]1)([CH3:4])([CH3:3])[CH3:2]. The yield is 0.640. (4) The reactants are [CH2:1]([S:3](Cl)(=[O:5])=[O:4])[CH3:2].C(N(CC)CC)C.[C:14]1([C:20]2[O:24][N:23]=[C:22]([C:25]3[C:26]([NH2:37])=[N:27][CH:28]=[C:29]([C:31]4[CH2:32][CH2:33][NH:34][CH2:35][CH:36]=4)[N:30]=3)[N:21]=2)[CH:19]=[CH:18][CH:17]=[CH:16][CH:15]=1. The catalyst is ClCCl. The product is [CH2:1]([S:3]([N:34]1[CH2:35][CH:36]=[C:31]([C:29]2[N:30]=[C:25]([C:22]3[N:21]=[C:20]([C:14]4[CH:19]=[CH:18][CH:17]=[CH:16][CH:15]=4)[O:24][N:23]=3)[C:26]([NH2:37])=[N:27][CH:28]=2)[CH2:32][CH2:33]1)(=[O:5])=[O:4])[CH3:2]. The yield is 0.400. (5) The reactants are [P:1]([Cl:6])([Cl:5])([O:3][CH3:4])=[O:2].[N:7]1[CH:12]=[CH:11][CH:10]=[CH:9][CH:8]=1. No catalyst specified. The product is [P:1]([Cl:6])([Cl:5])([O-:3])=[O:2].[CH3:4][N+:7]1[CH:12]=[CH:11][CH:10]=[CH:9][CH:8]=1. The yield is 0.600.